Dataset: Full USPTO retrosynthesis dataset with 1.9M reactions from patents (1976-2016). Task: Predict the reactants needed to synthesize the given product. (1) Given the product [NH2:20][C:21]1[C:26]2[NH:27][C:6](=[O:7])[N:28]([CH2:29][C:30]3[CH:31]=[CH:32][CH:33]=[CH:34][CH:35]=3)[C:25]=2[CH:24]=[C:23]([C:36]2[O:37][CH:38]=[CH:39][N:40]=2)[N:22]=1, predict the reactants needed to synthesize it. The reactants are: C1N=CN([C:6](N2C=NC=C2)=[O:7])C=1.C([NH:20][C:21]1[C:26]([NH2:27])=[C:25]([NH:28][CH2:29][C:30]2[CH:35]=[CH:34][CH:33]=[CH:32][CH:31]=2)[CH:24]=[C:23]([C:36]2[O:37][CH:38]=[CH:39][N:40]=2)[N:22]=1)C1C=CC=CC=1. (2) Given the product [F:32][C:33]1[CH:34]=[CH:35][C:36]([C:37]([NH:12][C:10]2[S:11][C:28]3[C:29]([N:24]([CH3:22])[CH2:25][C:26](=[O:27])[N:56]4[CH2:51][CH2:52][CH2:53][CH2:54][CH2:55]4)=[CH:5][CH:4]=[C:3]([O:2][CH3:1])[C:8]=3[N:9]=2)=[O:39])=[CH:40][CH:41]=1, predict the reactants needed to synthesize it. The reactants are: [CH3:1][O:2][C:3]1[C:8]2[N:9]=[C:10]([NH2:12])[S:11]C=2C(N)=[CH:5][CH:4]=1.C(=O)([O-])[O-].[K+].[K+].IC[C:22]([N:24]1[CH2:29][CH2:28][O:27][CH2:26][CH2:25]1)=O.IC.[F:32][C:33]1[CH:41]=[CH:40][C:36]([C:37]([OH:39])=O)=[CH:35][CH:34]=1.CN(C(ON1N=N[C:52]2[CH:53]=[CH:54][CH:55]=[N:56][C:51]1=2)=[N+](C)C)C.F[P-](F)(F)(F)(F)F.C(N(C(C)C)C(C)C)C. (3) Given the product [C:7]([NH2:9])(=[O:8])[C:6]1[CH:16]=[CH:17][CH:3]=[CH:4][CH:5]=1, predict the reactants needed to synthesize it. The reactants are: NC[C:3]1[CH:17]=[CH:16][C:6]([C:7]([NH:9]C2C=NC=CC=2)=[O:8])=[CH:5][CH:4]=1.CN1C(S(Cl)(=O)=O)=CN=C1C. (4) Given the product [O:1]1[C:6]2[CH:7]=[CH:8][C:9]([C:11]3([OH:18])[CH2:16][CH2:15][CH:14]([N:19]4[CH2:22][CH:21]([NH:23][C:24]([CH2:26][NH:27][C:28](=[O:39])[C:29]5[CH:34]=[CH:33][CH:32]=[C:31]([C:35]([F:38])([F:36])[F:37])[CH:30]=5)=[O:25])[CH2:20]4)[CH2:13][CH2:12]3)=[CH:10][C:5]=2[O:4][CH2:3][CH2:2]1, predict the reactants needed to synthesize it. The reactants are: [O:1]1[C:6]2[CH:7]=[CH:8][C:9]([C:11]3([OH:18])[CH2:16][CH2:15][C:14](=O)[CH2:13][CH2:12]3)=[CH:10][C:5]=2[O:4][CH2:3][CH2:2]1.[NH:19]1[CH2:22][CH:21]([NH:23][C:24]([CH2:26][NH:27][C:28](=[O:39])[C:29]2[CH:34]=[CH:33][CH:32]=[C:31]([C:35]([F:38])([F:37])[F:36])[CH:30]=2)=[O:25])[CH2:20]1. (5) Given the product [Cl:29][C:9]1[CH:8]=[C:7]([C:5](=[C:3]2[CH2:4][N:1]([C:41](=[O:40])[CH2:42][OH:43])[CH2:2]2)[CH3:6])[C:16]([Cl:17])=[C:15]2[C:10]=1[CH2:11][CH2:12][N:13]([CH2:19][C:20]1[C:21](=[O:28])[NH:22][C:23]([CH3:27])=[CH:24][C:25]=1[CH3:26])[C:14]2=[O:18], predict the reactants needed to synthesize it. The reactants are: [NH:1]1[CH2:4][C:3](=[C:5]([C:7]2[C:16]([Cl:17])=[C:15]3[C:10]([CH2:11][CH2:12][N:13]([CH2:19][C:20]4[C:21](=[O:28])[NH:22][C:23]([CH3:27])=[CH:24][C:25]=4[CH3:26])[C:14]3=[O:18])=[C:9]([Cl:29])[CH:8]=2)[CH3:6])[CH2:2]1.C(N(CC)CC)C.C([O:40][CH2:41][C:42](Cl)=[O:43])(=O)C.C(=O)([O-])[O-].[Cs+].[Cs+]. (6) Given the product [C:20]([O-:21])(=[O:29])[CH3:19].[CH3:13][O:14][C:15]1[CH:16]=[C:17]([CH2:23][CH2:24][CH2:7][C:4]2[CH:5]=[CH:6][N:1]=[CH:2][CH:3]=2)[CH:18]=[CH:19][C:20]=1[O:21][CH3:22], predict the reactants needed to synthesize it. The reactants are: [N:1]1[CH:6]=[CH:5][C:4]([CH3:7])=[CH:3][CH:2]=1.C([Li])CCC.[CH3:13][O:14][C:15]1[CH:16]=[C:17]([CH2:23][CH2:24]I)[CH:18]=[CH:19][C:20]=1[O:21][CH3:22].C1C[O:29]CC1. (7) Given the product [CH3:1][O:2][C:3]1[CH:10]=[CH:9][C:6]([CH2:7][NH:8][C:24]2[CH:23]=[CH:22][C:21]3[C:26](=[CH:27][CH:28]=[C:19]([O:18][CH2:11][C:12]4[CH:17]=[CH:16][CH:15]=[CH:14][CH:13]=4)[CH:20]=3)[CH:25]=2)=[CH:5][CH:4]=1, predict the reactants needed to synthesize it. The reactants are: [CH3:1][O:2][C:3]1[CH:10]=[CH:9][C:6]([CH2:7][NH2:8])=[CH:5][CH:4]=1.[CH2:11]([O:18][C:19]1[CH:28]=[CH:27][C:26]2[C:21](=[CH:22][CH:23]=[C:24](Br)[CH:25]=2)[CH:20]=1)[C:12]1[CH:17]=[CH:16][CH:15]=[CH:14][CH:13]=1.[O-]P([O-])([O-])=O.[K+].[K+].[K+].N1CCC[C@H]1C(O)=O. (8) Given the product [CH:28]1([N:35]([CH:36]2[CH2:41][CH2:40][CH:39]([C:42]3[CH:43]=[CH:44][CH:45]=[CH:46][CH:47]=3)[CH2:38][CH2:37]2)[C:7](=[O:19])[NH:8][C:9]2[S:10][C:11]([S:14][CH2:15][CH2:16][C:51]([OH:61])=[O:50])=[CH:12][N:13]=2)[CH2:29][CH2:30][CH2:31][CH2:32][CH2:33][CH2:34]1, predict the reactants needed to synthesize it. The reactants are: C1(N([C@H]2CC[C@H](CC)CC2)[C:7](=[O:19])[NH:8][C:9]2[S:10][C:11]([S:14][CH2:15][C:16](O)=O)=[CH:12][N:13]=2)CCCC1.[CH:28]1([NH:35][CH:36]2[CH2:41][CH2:40][CH:39]([C:42]3[CH:47]=[CH:46][CH:45]=[CH:44][CH:43]=3)[CH2:38][CH2:37]2)[CH2:34][CH2:33][CH2:32][CH2:31][CH2:30][CH2:29]1.C([O:50][C:51](=[O:61])CCSC1SC(N)=NC=1)C. (9) Given the product [CH:12]1([CH2:15][N:16]2[C:1](=[O:11])[C:2]3=[CH:10][CH:9]=[CH:8][CH:7]=[C:3]3[C:4]2=[O:6])[CH2:14][CH2:13]1, predict the reactants needed to synthesize it. The reactants are: [C:1]1(=[O:11])[O:6][C:4](=O)[C:3]2=[CH:7][CH:8]=[CH:9][CH:10]=[C:2]12.[CH:12]1([CH2:15][NH2:16])[CH2:14][CH2:13]1.C1(C)C=CC(S(O)(=O)=O)=CC=1. (10) Given the product [N:11]([CH:12]1[CH2:13][CH2:14][CH2:15][CH2:16][CH2:17]1)=[N:11][CH:12]1[CH2:13][CH2:14][CH2:15][CH2:16][CH2:17]1, predict the reactants needed to synthesize it. The reactants are: [CH:12]1([NH:11]S([NH:11][CH:12]2[CH2:17][CH2:16][CH2:15][CH2:14][CH2:13]2)(=O)=O)[CH2:17][CH2:16][CH2:15][CH2:14][CH2:13]1.[O-]Cl.[Na+].[OH-].[Na+].